Dataset: Forward reaction prediction with 1.9M reactions from USPTO patents (1976-2016). Task: Predict the product of the given reaction. Given the reactants [O:1]=[C:2]1[N:6]([C:7]2[CH:15]=[CH:14][C:10]([C:11]([OH:13])=O)=[CH:9][CH:8]=2)[C@H:5]([CH2:16][CH2:17][CH3:18])[CH2:4][O:3]1.Cl.[CH3:20][C:21]1[C:22]([N:28]2[CH2:33][CH2:32][NH:31][CH2:30][CH2:29]2)=[N:23][CH:24]=[C:25]([CH3:27])[CH:26]=1, predict the reaction product. The product is: [CH3:20][C:21]1[C:22]([N:28]2[CH2:29][CH2:30][N:31]([C:11]([C:10]3[CH:9]=[CH:8][C:7]([N:6]4[C@H:5]([CH2:16][CH2:17][CH3:18])[CH2:4][O:3][C:2]4=[O:1])=[CH:15][CH:14]=3)=[O:13])[CH2:32][CH2:33]2)=[N:23][CH:24]=[C:25]([CH3:27])[CH:26]=1.